From a dataset of Full USPTO retrosynthesis dataset with 1.9M reactions from patents (1976-2016). Predict the reactants needed to synthesize the given product. Given the product [C:35]([O:34][C:32]([N:25]1[C:26]2[C:31](=[CH:30][CH:29]=[CH:28][CH:27]=2)[C:23](/[CH:22]=[CH:21]/[C:20]([N:4]([CH:1]([CH3:3])[CH3:2])[NH:5][C:6]([C:7]2[CH:8]=[C:9]([CH:10]=[CH:11][CH:12]=2)[O:13][CH2:14][C:15]([OH:17])=[O:16])=[O:19])=[O:39])=[CH:24]1)=[O:33])([CH3:37])([CH3:38])[CH3:36], predict the reactants needed to synthesize it. The reactants are: [CH:1]([N:4]([C:20](=[O:39])/[CH:21]=[CH:22]/[C:23]1[C:31]2[C:26](=[CH:27][CH:28]=[CH:29][CH:30]=2)[N:25]([C:32]([O:34][C:35]([CH3:38])([CH3:37])[CH3:36])=[O:33])[CH:24]=1)[NH:5][C:6](=[O:19])[C:7]1[CH:12]=[CH:11][CH:10]=[C:9]([O:13][CH2:14][C:15]([O:17]C)=[O:16])[CH:8]=1)([CH3:3])[CH3:2].[OH-].[Li+].